Dataset: Full USPTO retrosynthesis dataset with 1.9M reactions from patents (1976-2016). Task: Predict the reactants needed to synthesize the given product. (1) Given the product [CH:21]([NH:24][C:10]1[CH:11]=[C:12]([CH:18]=[CH:19][CH:20]=1)[C:13]([O:15][CH2:16][CH3:17])=[O:14])([CH3:23])[CH3:22], predict the reactants needed to synthesize it. The reactants are: P([O-])([O-])([O-])=O.[K+].[K+].[K+].Br[C:10]1[CH:11]=[C:12]([CH:18]=[CH:19][CH:20]=1)[C:13]([O:15][CH2:16][CH3:17])=[O:14].[CH:21]([NH2:24])([CH3:23])[CH3:22].ClCCl. (2) Given the product [Br:12][C:8]1[CH:9]=[C:4]([O:3][CH:2]([F:1])[F:11])[C:5]([NH2:10])=[N:6][CH:7]=1, predict the reactants needed to synthesize it. The reactants are: [F:1][CH:2]([F:11])[O:3][C:4]1[C:5]([NH2:10])=[N:6][CH:7]=[CH:8][CH:9]=1.[Br:12]N1C(=O)CCC1=O.